Dataset: Forward reaction prediction with 1.9M reactions from USPTO patents (1976-2016). Task: Predict the product of the given reaction. (1) Given the reactants [NH2:1][C:2]1[CH:3]=[C:4]2[C:8](=[CH:9][CH:10]=1)[N:7](C(=O)C(C)(C)C)[N:6]=[C:5]2[CH3:17].O=[C:19]1[CH2:24][CH2:23][CH2:22][N:21]([C:25](OC(C)(C)C)=O)[CH2:20]1.C(=O)[C:33]1[CH:38]=[CH:37][CH:36]=[CH:35][CH:34]=1, predict the reaction product. The product is: [CH2:25]([N:21]1[CH2:20][CH2:19][CH2:24][CH:23]([NH:1][C:2]2[CH:3]=[C:4]3[C:8](=[CH:9][CH:10]=2)[NH:7][N:6]=[C:5]3[CH3:17])[CH2:22]1)[C:33]1[CH:38]=[CH:37][CH:36]=[CH:35][CH:34]=1. (2) The product is: [Cl:22][CH2:21][O:17][C:7]1[C:8]([C@H:12]([CH:14]2[CH2:16][CH2:15]2)[CH3:13])=[CH:9][CH:10]=[CH:11][C:6]=1[C@H:4]([CH:1]1[CH2:2][CH2:3]1)[CH3:5]. Given the reactants [CH:1]1([C@@H:4]([C:6]2[CH:11]=[CH:10][CH:9]=[C:8]([C@H:12]([CH:14]3[CH2:16][CH2:15]3)[CH3:13])[C:7]=2[OH:17])[CH3:5])[CH2:3][CH2:2]1.[OH-].[Na+].Br[CH2:21][Cl:22], predict the reaction product. (3) Given the reactants [Cl:1][C:2]1[CH:3]=[CH:4][C:5]([N:17]2[CH:21]=[N:20][N:19]=[N:18]2)=[C:6]([CH:16]=1)[CH2:7][NH:8][C:9](=[O:15])OC(C)(C)C.Cl.[OH-].[Na+].[F:25][C:26]1[CH:31]=[CH:30][C:29]([C@@H:32]([OH:43])[C:33]([N:35]2[C@H:39](C(O)=O)[CH2:38][CH:37]=[N:36]2)=[O:34])=[CH:28][CH:27]=1.CN1CCOCC1.CN(C(ON1N=NC2C=CC=CC1=2)=[N+](C)C)C.[B-](F)(F)(F)F, predict the reaction product. The product is: [Cl:1][C:2]1[CH:3]=[CH:4][C:5]([N:17]2[CH:21]=[N:20][N:19]=[N:18]2)=[C:6]([CH:16]=1)[CH2:7][NH:8][C:9]([C@H:39]1[N:35]([C:33](=[O:34])[C@@H:32]([C:29]2[CH:30]=[CH:31][C:26]([F:25])=[CH:27][CH:28]=2)[OH:43])[N:36]=[CH:37][CH2:38]1)=[O:15]. (4) Given the reactants Br[C:2]1[CH:20]=[CH:19][C:5]2[N:6]=[C:7]([C@H:9]3[CH2:12][C@H:11]([N:13]4[CH2:17][CH2:16][CH2:15][C@H:14]4[CH3:18])[CH2:10]3)[S:8][C:4]=2[CH:3]=1.[CH3:21][C:22]1[C:27](B2OC(C)(C)C(C)(C)O2)=[CH:26][CH:25]=[C:24]([CH3:37])[N:23]=1.N1C=C(B(O)O)C=NC=1, predict the reaction product. The product is: [CH3:21][C:22]1[C:27]([C:2]2[CH:20]=[CH:19][C:5]3[N:6]=[C:7]([C@H:9]4[CH2:12][C@@H:11]([N:13]5[CH2:17][CH2:16][CH2:15][C@H:14]5[CH3:18])[CH2:10]4)[S:8][C:4]=3[CH:3]=2)=[CH:26][CH:25]=[C:24]([CH3:37])[N:23]=1. (5) Given the reactants [O:1]([C:8]1[CH:16]=[CH:15][C:11]([C:12]([OH:14])=O)=[CH:10][CH:9]=1)[C:2]1[CH:7]=[CH:6][CH:5]=[CH:4][CH:3]=1.ON1C2C=CC=CC=2N=N1.Cl.CN(C)CCCN=C=NCC.C(N(CC)CC)C.[NH2:46][CH2:47][C:48]1[C:49]([OH:57])=[N:50][C:51]([CH3:56])=[CH:52][C:53]=1[NH:54][CH3:55], predict the reaction product. The product is: [OH:57][C:49]1[C:48]([CH2:47][NH:46][C:12](=[O:14])[C:11]2[CH:10]=[CH:9][C:8]([O:1][C:2]3[CH:3]=[CH:4][CH:5]=[CH:6][CH:7]=3)=[CH:16][CH:15]=2)=[C:53]([NH:54][CH3:55])[CH:52]=[C:51]([CH3:56])[N:50]=1. (6) Given the reactants Br[C:2]1[CH:11]=[C:10]2[C:5]([CH:6]=[CH:7][N:8]=[C:9]2[N:12]([CH2:14][CH2:15][CH2:16][CH3:17])[CH3:13])=[CH:4][CH:3]=1.C([Li])(CC)C.[C:23](=[O:25])=[O:24].Cl, predict the reaction product. The product is: [CH2:14]([N:12]([CH3:13])[C:9]1[C:10]2[C:5](=[CH:4][CH:3]=[C:2]([C:23]([OH:25])=[O:24])[CH:11]=2)[CH:6]=[CH:7][N:8]=1)[CH2:15][CH2:16][CH3:17].